This data is from Forward reaction prediction with 1.9M reactions from USPTO patents (1976-2016). The task is: Predict the product of the given reaction. (1) Given the reactants [OH:1][C:2]1[CH:3]=[C:4]([OH:12])[C:5](=[CH:10][CH:11]=1)[C:6]([O:8][CH3:9])=[O:7].C(=O)([O-])[O-].[K+].[K+].[CH2:19](Br)[C:20]1[CH:25]=[CH:24][CH:23]=[CH:22][CH:21]=1.[I-].[K+], predict the reaction product. The product is: [CH2:19]([O:1][C:2]1[CH:11]=[CH:10][C:5]([C:6]([O:8][CH3:9])=[O:7])=[C:4]([OH:12])[CH:3]=1)[C:20]1[CH:25]=[CH:24][CH:23]=[CH:22][CH:21]=1. (2) Given the reactants Br[C:2]1[CH:7]=[CH:6][C:5]([CH2:8][C:9]([O:11][CH2:12][CH3:13])=[O:10])=[CH:4][CH:3]=1.[CH2:14]([O:16][C:17]1[CH:22]=[CH:21][C:20](B(O)O)=[C:19]([F:26])[C:18]=1[F:27])[CH3:15].C(=O)([O-])[O-].[K+].[K+].C1(C)C=CC=CC=1, predict the reaction product. The product is: [CH2:14]([O:16][C:17]1[CH:22]=[CH:21][C:20]([C:2]2[CH:7]=[CH:6][C:5]([CH2:8][C:9]([O:11][CH2:12][CH3:13])=[O:10])=[CH:4][CH:3]=2)=[C:19]([F:26])[C:18]=1[F:27])[CH3:15]. (3) Given the reactants [CH3:1][O:2][C:3]1[C:8]([C:9]([OH:11])=O)=[CH:7][C:6]([C:12]([NH2:14])=[O:13])=[CH:5][CH:4]=1.[F:15][C:16]([F:25])([F:24])[C:17]1[CH:18]=[C:19]([CH:21]=[CH:22][CH:23]=1)[NH2:20], predict the reaction product. The product is: [CH3:1][O:2][C:3]1[CH:4]=[CH:5][C:6]([C:12]([NH2:14])=[O:13])=[CH:7][C:8]=1[C:9]([NH:20][C:19]1[CH:21]=[CH:22][CH:23]=[C:17]([C:16]([F:15])([F:24])[F:25])[CH:18]=1)=[O:11]. (4) Given the reactants COC1C=CC([C:9]2[S:13][C:12]3[CH:14]=[CH:15][CH:16]=[C:17](OC)[C:11]=3[CH:10]=2)=CC=1.COC1C=C(C=C(OC)C=1OC)C(Cl)=O.[Al+3].[Cl-].[Cl-].[Cl-].O, predict the reaction product. The product is: [S:13]1[CH:9]=[CH:10][C:11]2[CH:17]=[CH:16][CH:15]=[CH:14][C:12]1=2. (5) The product is: [F:9][C:8]([F:11])([F:10])[C:5]1[CH:6]=[CH:7][C:2]([CH:21]2[C:17]3=[N:18][CH:19]=[CH:20][N:15]=[C:16]3[CH:24]=[CH:23][N:22]2[C:26]([O:28][CH2:29][CH3:30])=[O:27])=[CH:3][CH:4]=1. Given the reactants Br[C:2]1[CH:7]=[CH:6][C:5]([C:8]([F:11])([F:10])[F:9])=[CH:4][CH:3]=1.[Mg].II.[N:15]1[CH:20]=[CH:19][N:18]=[C:17]2[CH:21]=[N:22][CH:23]=[CH:24][C:16]=12.Cl[C:26]([O:28][CH2:29][CH3:30])=[O:27].N#N, predict the reaction product. (6) The product is: [CH:1]1([NH:7][C:8]([CH:10]2[CH2:11][CH2:12][N:13]([CH:16]([C:18]3[CH:23]=[CH:22][CH:21]=[C:20]([NH2:24])[CH:19]=3)[CH3:17])[CH2:14][CH2:15]2)=[O:9])[CH2:2][CH2:3][CH2:4][CH2:5][CH2:6]1. Given the reactants [CH:1]1([NH:7][C:8]([CH:10]2[CH2:15][CH2:14][N:13]([CH:16]([C:18]3[CH:23]=[CH:22][CH:21]=[C:20]([N+:24]([O-])=O)[CH:19]=3)[CH3:17])[CH2:12][CH2:11]2)=[O:9])[CH2:6][CH2:5][CH2:4][CH2:3][CH2:2]1, predict the reaction product. (7) Given the reactants Cl.[Br:2][C:3]1[CH:4]=[C:5]([C:9](=[NH:11])[NH2:10])[CH:6]=[CH:7][CH:8]=1.O.[NH2:13]N.[C:15]([NH:18][CH:19]([CH2:27][CH3:28])[C:20](=O)[C:21](OCC)=[O:22])(=[O:17])[CH3:16], predict the reaction product. The product is: [Br:2][C:3]1[CH:4]=[C:5]([C:9]2[NH:10][C:21](=[O:22])[C:20]([CH:19]([NH:18][C:15](=[O:17])[CH3:16])[CH2:27][CH3:28])=[N:13][N:11]=2)[CH:6]=[CH:7][CH:8]=1.